This data is from Full USPTO retrosynthesis dataset with 1.9M reactions from patents (1976-2016). The task is: Predict the reactants needed to synthesize the given product. (1) Given the product [Cl:1][C:2]1[C:11]2[C:6](=[CH:7][C:8]([O:14][CH2:41][CH2:40][CH2:39][N:34]3[CH2:38][CH2:37][CH2:36][CH2:35]3)=[C:9]([O:12][CH3:13])[CH:10]=2)[N:5]=[N:4][CH:3]=1, predict the reactants needed to synthesize it. The reactants are: [Cl:1][C:2]1[C:11]2[C:6](=[CH:7][C:8]([OH:14])=[C:9]([O:12][CH3:13])[CH:10]=2)[N:5]=[N:4][CH:3]=1.C1(P(C2C=CC=CC=2)C2C=CC=CC=2)C=CC=CC=1.[N:34]1([CH2:39][CH2:40][CH2:41]O)[CH2:38][CH2:37][CH2:36][CH2:35]1.N(C(OCC)=O)=NC(OCC)=O. (2) Given the product [C:13]([Si:17]([CH3:29])([CH3:28])[O:18][CH:19]1[CH2:24][CH2:23][C:22]([CH3:1])([C:25]([OH:27])=[O:26])[CH2:21][CH2:20]1)([CH3:16])([CH3:15])[CH3:14], predict the reactants needed to synthesize it. The reactants are: [CH:1](NC(C)C)(C)C.C([Li])CCC.[C:13]([Si:17]([CH3:29])([CH3:28])[O:18][CH:19]1[CH2:24][CH2:23][CH:22]([C:25]([OH:27])=[O:26])[CH2:21][CH2:20]1)([CH3:16])([CH3:15])[CH3:14].CI. (3) Given the product [NH2:7][CH2:8][CH2:9][C:10]([NH:11][C:12]1[CH:13]=[C:14]2[C:19](=[CH:20][CH:21]=1)[N:18]=[CH:17][N:16]=[C:15]2[NH:22][CH:23]([C:25]1[CH:26]=[CH:27][CH:28]=[CH:29][CH:30]=1)[CH3:24])=[O:31], predict the reactants needed to synthesize it. The reactants are: C(OC(=O)[NH:7][CH2:8][CH2:9][C:10](=[O:31])[NH:11][C:12]1[CH:13]=[C:14]2[C:19](=[CH:20][CH:21]=1)[N:18]=[CH:17][N:16]=[C:15]2[NH:22][CH:23]([C:25]1[CH:30]=[CH:29][CH:28]=[CH:27][CH:26]=1)[CH3:24])(C)(C)C.FC(F)(F)C(O)=O. (4) Given the product [Si:17]([O:16][C:8]1[C:9]2[C:10](=[CH:11][N:12]=[CH:13][CH:14]=2)[O:15][C:7]=1[C:40]1[N:45]=[CH:44][C:43]([O:46][CH3:47])=[CH:42][N:41]=1)([C:30]([CH3:33])([CH3:32])[CH3:31])([C:24]1[CH:29]=[CH:28][CH:27]=[CH:26][CH:25]=1)[C:18]1[CH:23]=[CH:22][CH:21]=[CH:20][CH:19]=1, predict the reactants needed to synthesize it. The reactants are: C([Mg]Cl)(C)C.Br[C:7]1[O:15][C:10]2=[CH:11][N:12]=[CH:13][CH:14]=[C:9]2[C:8]=1[O:16][Si:17]([C:30]([CH3:33])([CH3:32])[CH3:31])([C:24]1[CH:29]=[CH:28][CH:27]=[CH:26][CH:25]=1)[C:18]1[CH:23]=[CH:22][CH:21]=[CH:20][CH:19]=1.FC(F)(F)S(O[C:40]1[N:45]=[CH:44][C:43]([O:46][CH3:47])=[CH:42][N:41]=1)(=O)=O. (5) Given the product [NH2:31][C:30]1[N:22]=[CH:23][N:24]=[C:25]2[C:29]=1[N:28]=[CH:27][N:26]2[CH2:12][C:6]1[N:5]([C:14]2[CH:19]=[CH:18][CH:17]=[CH:16][C:15]=2[F:20])[C:4](=[O:21])[C:3]2[C:8](=[CH:9][CH:10]=[CH:11][C:2]=2[Cl:1])[N:7]=1, predict the reactants needed to synthesize it. The reactants are: [Cl:1][C:2]1[CH:11]=[CH:10][CH:9]=[C:8]2[C:3]=1[C:4](=[O:21])[N:5]([C:14]1[CH:19]=[CH:18][CH:17]=[CH:16][C:15]=1[F:20])[C:6]([CH2:12]Cl)=[N:7]2.[N:22]1[C:30]([NH2:31])=[C:29]2[C:25]([N:26]=[CH:27][NH:28]2)=[N:24][CH:23]=1.C([O-])([O-])=O.[K+].[K+].